Dataset: Forward reaction prediction with 1.9M reactions from USPTO patents (1976-2016). Task: Predict the product of the given reaction. (1) The product is: [CH3:1][C:2]1[CH:7]=[CH:6][C:5]([S:25][C:20]2[CH:21]=[CH:22][CH:23]=[CH:24][N:19]=2)=[C:4]([N+:16]([O-:18])=[O:17])[CH:3]=1. Given the reactants [CH3:1][C:2]1[CH:7]=[CH:6][C:5](OS(C(F)(F)F)(=O)=O)=[C:4]([N+:16]([O-:18])=[O:17])[CH:3]=1.[N:19]1[CH:24]=[CH:23][CH:22]=[CH:21][C:20]=1[SH:25].C([O-])([O-])=O.[K+].[K+], predict the reaction product. (2) Given the reactants [CH3:1][O:2][C:3]1[CH:4]=[C:5]2[C:10](=[CH:11][C:12]=1[O:13][CH3:14])[C:9]([CH3:15])=[N:8][CH2:7][CH2:6]2.[Cl:16][C:17]1[CH:22]=[CH:21][CH:20]=[C:19]([Cl:23])[C:18]=1[CH2:24]Cl, predict the reaction product. The product is: [Cl:16][C:17]1[CH:22]=[CH:21][CH:20]=[C:19]([Cl:23])[C:18]=1[CH2:24][CH2:15][C@H:9]1[C:10]2[C:5](=[CH:4][C:3]([O:2][CH3:1])=[C:12]([O:13][CH3:14])[CH:11]=2)[CH2:6][CH2:7][NH:8]1. (3) Given the reactants CO[C:3]([C:9]1[CH:14]=[CH:13][C:12]([O:15][C:16]2[CH:21]=[CH:20][CH:19]=[CH:18][CH:17]=2)=[CH:11][CH:10]=1)=[C:4]([C:7]#[N:8])[C:5]#[N:6].CCN(CC)CC.Cl.[CH:30]1([NH:36][NH2:37])[CH2:35][CH2:34][CH2:33][CH2:32][CH2:31]1, predict the reaction product. The product is: [NH2:6][C:5]1[N:36]([CH:30]2[CH2:35][CH2:34][CH2:33][CH2:32][CH2:31]2)[N:37]=[C:3]([C:9]2[CH:14]=[CH:13][C:12]([O:15][C:16]3[CH:21]=[CH:20][CH:19]=[CH:18][CH:17]=3)=[CH:11][CH:10]=2)[C:4]=1[C:7]#[N:8]. (4) The product is: [Cl:1][C:2]1[N:11]=[C:10]([N:14]2[CH2:18][CH2:17][C@@H:16]([NH:19][C:20](=[O:26])[O:21][C:22]([CH3:24])([CH3:23])[CH3:25])[CH2:15]2)[C:9]2[C:4](=[CH:5][C:6]([CH3:13])=[CH:7][CH:8]=2)[N:3]=1. Given the reactants [Cl:1][C:2]1[N:11]=[C:10](Cl)[C:9]2[C:4](=[CH:5][C:6]([CH3:13])=[CH:7][CH:8]=2)[N:3]=1.[NH:14]1[CH2:18][CH2:17][C@@H:16]([NH:19][C:20](=[O:26])[O:21][C:22]([CH3:25])([CH3:24])[CH3:23])[CH2:15]1.CCN(CC)CC, predict the reaction product.